This data is from Reaction yield outcomes from USPTO patents with 853,638 reactions. The task is: Predict the reaction yield, written as a fraction of the theoretical maximum amount of product (1.0 means a 100% yield; for example, 0.34 means a 34% yield). The reactants are [CH3:1][S:2]([OH:5])(=[O:4])=[O:3].[CH3:6][C:7]1([CH3:31])[C:11](=[O:12])[C:10]([C:13]2[CH:18]=[CH:17][C:16]([O:19][CH2:20][C:21]3[N:22]=[C:23]4[CH:28]=[CH:27][CH:26]=[C:25]([CH3:29])[N:24]4[CH:30]=3)=[CH:15][CH:14]=2)=[CH:9][O:8]1. The catalyst is C(Cl)Cl.C(OCC)C. The product is [CH3:1][S:2]([OH:5])(=[O:4])=[O:3].[CH3:20][O:19][C:16]1[CH:17]=[CH:18][C:13]([C:9]2[O:8][C:7]([CH3:31])([CH3:6])[C:11](=[O:12])[C:10]=2[C:13]2[CH:14]=[CH:15][C:16]([O:19][CH2:20][C:21]3[N:22]=[C:23]4[CH:28]=[CH:27][CH:26]=[C:25]([CH3:29])[N:24]4[CH:30]=3)=[CH:17][CH:18]=2)=[CH:14][CH:15]=1. The yield is 0.827.